This data is from Catalyst prediction with 721,799 reactions and 888 catalyst types from USPTO. The task is: Predict which catalyst facilitates the given reaction. (1) Reactant: [Cl:1][C:2]1[CH:11]=[CH:10][C:9]2[C:4](=[CH:5][CH:6]=[C:7]([N+:12]([O-])=O)[CH:8]=2)[N:3]=1.[NH4+].[Cl-].CCO. Product: [Cl:1][C:2]1[CH:11]=[CH:10][C:9]2[C:4](=[CH:5][CH:6]=[C:7]([NH2:12])[CH:8]=2)[N:3]=1. The catalyst class is: 150. (2) The catalyst class is: 5. Product: [Cl:2][C:3]1[CH:4]=[C:5]([C@@H:9]([OH:35])[CH2:10][NH:11][C@H:12]([CH2:33][OH:34])[CH2:13][C:14]2[CH:15]=[CH:16][C:17]([NH:20][C:21]([C:23]3[CH:24]=[CH:25][C:26]([C:27]([O-:29])=[O:28])=[CH:31][CH:32]=3)=[O:22])=[CH:18][CH:19]=2)[CH:6]=[CH:7][CH:8]=1.[Na+:37]. Reactant: Cl.[Cl:2][C:3]1[CH:4]=[C:5]([C@@H:9]([OH:35])[CH2:10][NH:11][C@H:12]([CH2:33][OH:34])[CH2:13][C:14]2[CH:19]=[CH:18][C:17]([NH:20][C:21]([C:23]3[CH:32]=[CH:31][C:26]([C:27]([O:29]C)=[O:28])=[CH:25][CH:24]=3)=[O:22])=[CH:16][CH:15]=2)[CH:6]=[CH:7][CH:8]=1.[OH-].[Na+:37].